Predict the product of the given reaction. From a dataset of Forward reaction prediction with 1.9M reactions from USPTO patents (1976-2016). (1) Given the reactants [O:1]1[C:5]([C:6]([OH:8])=O)=[CH:4][C:3]2[CH:9]=[CH:10][CH:11]=[CH:12][C:2]1=2.[NH2:13][C:14]1[CH:15]=[CH:16][C:17]([O:22][CH:23]2[CH2:28][CH2:27][N:26]([CH2:29][C:30]3[CH:35]=[CH:34][CH:33]=[CH:32][CH:31]=3)[CH2:25][CH2:24]2)=[C:18]([CH:21]=1)[C:19]#[N:20], predict the reaction product. The product is: [CH2:29]([N:26]1[CH2:25][CH2:24][CH:23]([O:22][C:17]2[CH:16]=[CH:15][C:14]([NH:13][C:6]([C:5]3[O:1][C:2]4[CH:12]=[CH:11][CH:10]=[CH:9][C:3]=4[CH:4]=3)=[O:8])=[CH:21][C:18]=2[C:19]#[N:20])[CH2:28][CH2:27]1)[C:30]1[CH:35]=[CH:34][CH:33]=[CH:32][CH:31]=1. (2) Given the reactants C(O[C:6](=O)[N:7]([C@@H:9]([CH3:45])[C:10]([NH:12][C@@H:13]([CH:39]1[CH2:44][CH2:43][CH2:42][CH2:41][CH2:40]1)[C:14]([N:16]1[C@H:21]([C:22](=[O:34])[NH:23][C@H:24]2[C:33]3[C:28](=[CH:29][CH:30]=[CH:31][CH:32]=3)[O:27][CH2:26][CH2:25]2)[CH2:20][N:19]2[CH2:35][C@H:36]([OH:38])[CH2:37][C@@H:18]2[CH2:17]1)=[O:15])=[O:11])C)(C)(C)C.[ClH:47].CO, predict the reaction product. The product is: [ClH:47].[ClH:47].[CH:39]1([C@H:13]([NH:12][C:10](=[O:11])[C@H:9]([CH3:45])[NH:7][CH3:6])[C:14]([N:16]2[C@H:21]([C:22]([NH:23][C@H:24]3[C:33]4[C:28](=[CH:29][CH:30]=[CH:31][CH:32]=4)[O:27][CH2:26][CH2:25]3)=[O:34])[CH2:20][N:19]3[CH2:35][C@H:36]([OH:38])[CH2:37][C@@H:18]3[CH2:17]2)=[O:15])[CH2:44][CH2:43][CH2:42][CH2:41][CH2:40]1. (3) Given the reactants C1(P(C2C=CC=CC=2)C2C=CC=CC=2)C=CC=CC=1.[CH2:20](O)[CH2:21][O:22]CCO.N([C:34]([O:36][CH2:37][CH3:38])=O)=N[C:34]([O:36][CH2:37][CH3:38])=O.[Cl:39][C:40]1[C:49]2[C:44](=[CH:45][C:46]([OH:52])=[C:47]([O:50][CH3:51])[CH:48]=2)[N:43]=[N:42][CH:41]=1, predict the reaction product. The product is: [Cl:39][C:40]1[C:49]2[C:44](=[CH:45][C:46]([O:52][CH2:20][CH2:21][O:22][CH2:38][CH2:37][O:36][CH3:34])=[C:47]([O:50][CH3:51])[CH:48]=2)[N:43]=[N:42][CH:41]=1. (4) Given the reactants [F:1][C:2]1[CH:3]=[CH:4][C:5]([OH:17])=[C:6]([C:8](=[O:16])[CH2:9][C:10]2[CH:15]=[CH:14][CH:13]=[CH:12][CH:11]=2)[CH:7]=1.[C:18](OC(=O)C)(=O)[CH3:19].C([O-])(=O)C.[Na+], predict the reaction product. The product is: [F:1][C:2]1[CH:7]=[C:6]2[C:5](=[CH:4][CH:3]=1)[O:17][C:18]([CH3:19])=[C:9]([C:10]1[CH:15]=[CH:14][CH:13]=[CH:12][CH:11]=1)[C:8]2=[O:16]. (5) Given the reactants [CH3:1][O:2][C:3](=[O:18])[C:4]1[CH:5]=[C:6]([CH:14]=[C:15]([NH2:17])[CH:16]=1)[C:7]([O:9][C:10]([CH3:13])([CH3:12])[CH3:11])=[O:8].N1C=CC=CC=1.[Cl:25][CH2:26][CH2:27][CH2:28][S:29](Cl)(=[O:31])=[O:30], predict the reaction product. The product is: [CH3:1][O:2][C:3](=[O:18])[C:4]1[CH:5]=[C:6]([CH:14]=[C:15]([NH:17][S:29]([CH2:28][CH2:27][CH2:26][Cl:25])(=[O:31])=[O:30])[CH:16]=1)[C:7]([O:9][C:10]([CH3:13])([CH3:11])[CH3:12])=[O:8]. (6) Given the reactants [NH2:1][C:2]1[CH:3]=[CH:4][C:5]([F:15])=[C:6]([S:8]([NH:11][CH:12]2[CH2:14][CH2:13]2)(=[O:10])=[O:9])[CH:7]=1.C(Cl)Cl.[F:19][C:20]1[CH:21]=[C:22]([CH:26]=[CH:27][C:28]=1[F:29])[C:23](Cl)=[O:24], predict the reaction product. The product is: [CH:12]1([NH:11][S:8]([C:6]2[CH:7]=[C:2]([NH:1][C:23](=[O:24])[C:22]3[CH:26]=[CH:27][C:28]([F:29])=[C:20]([F:19])[CH:21]=3)[CH:3]=[CH:4][C:5]=2[F:15])(=[O:10])=[O:9])[CH2:13][CH2:14]1. (7) Given the reactants [CH3:1][O:2][C:3]1[CH:8]=[C:7](Br)[C:6]([F:10])=[CH:5][C:4]=1[N+:11]([O-:13])=[O:12].[CH3:14][CH:15]([N:17]1[CH2:22][CH2:21][NH:20][CH2:19][CH2:18]1)[CH3:16].CC1(C)C2C(=C(P(C3C=CC=CC=3)C3C=CC=CC=3)C=CC=2)OC2C(P(C3C=CC=CC=3)C3C=CC=CC=3)=CC=CC1=2.C([O-])([O-])=O.[Cs+].[Cs+], predict the reaction product. The product is: [F:10][C:6]1[CH:5]=[C:4]([N+:11]([O-:13])=[O:12])[C:3]([O:2][CH3:1])=[CH:8][C:7]=1[N:20]1[CH2:21][CH2:22][N:17]([CH:15]([CH3:16])[CH3:14])[CH2:18][CH2:19]1. (8) Given the reactants [H-].[Na+].[I:3][C:4]1[CH:5]=[CH:6][C:7]2[N:8]([C:10]([CH3:15])=[C:11]([CH:13]=O)[N:12]=2)[CH:9]=1.[CH2:16]1COCC1, predict the reaction product. The product is: [CH:13]([C:11]1[N:12]=[C:7]2[CH:6]=[CH:5][C:4]([I:3])=[CH:9][N:8]2[C:10]=1[CH3:15])=[CH2:16].